This data is from Catalyst prediction with 721,799 reactions and 888 catalyst types from USPTO. The task is: Predict which catalyst facilitates the given reaction. Reactant: [C:1]([C:3]1[CH:4]=[C:5]([NH:23]C(=O)C(F)(F)F)[CH:6]=[N:7][C:8]=1[S:9](=[O:22])(=[O:21])[NH:10][C:11]1[CH:12]=[CH:13][C:14]2[CH2:18][O:17][B:16]([OH:19])[C:15]=2[CH:20]=1)#[N:2].C(=O)([O-])[O-].[K+].[K+]. Product: [NH2:23][C:5]1[CH:4]=[C:3]([C:1]#[N:2])[C:8]([S:9]([NH:10][C:11]2[CH:12]=[CH:13][C:14]3[CH2:18][O:17][B:16]([OH:19])[C:15]=3[CH:20]=2)(=[O:21])=[O:22])=[N:7][CH:6]=1. The catalyst class is: 5.